This data is from Reaction yield outcomes from USPTO patents with 853,638 reactions. The task is: Predict the reaction yield, written as a fraction of the theoretical maximum amount of product (1.0 means a 100% yield; for example, 0.34 means a 34% yield). No catalyst specified. The reactants are [CH3:1][O:2]/[N:3]=[C:4](/[C:15]1[CH:20]=[CH:19][CH:18]=[CH:17][CH:16]=1)\[CH2:5][O:6][C:7]1[CH:12]=[CH:11][C:10]([CH2:13][OH:14])=[CH:9][CH:8]=1.O[C:22]1[CH:27]=[CH:26][C:25]([CH2:28][CH2:29][C:30]([O:32]C)=[O:31])=[C:24]([O:34][CH3:35])[CH:23]=1. The yield is 0.890. The product is [CH3:35][O:34][C:24]1[CH:23]=[C:22]([O:14][CH2:13][C:10]2[CH:11]=[CH:12][C:7]([O:6][CH2:5]/[C:4](=[N:3]\[O:2][CH3:1])/[C:15]3[CH:20]=[CH:19][CH:18]=[CH:17][CH:16]=3)=[CH:8][CH:9]=2)[CH:27]=[CH:26][C:25]=1[CH2:28][CH2:29][C:30]([OH:32])=[O:31].